This data is from HIV replication inhibition screening data with 41,000+ compounds from the AIDS Antiviral Screen. The task is: Binary Classification. Given a drug SMILES string, predict its activity (active/inactive) in a high-throughput screening assay against a specified biological target. (1) The compound is COc1ccc(C2C(Cl)C(=O)N2n2cnc3ccccc3c2=O)cc1. The result is 0 (inactive). (2) The result is 1 (active). The molecule is Cc1cn(C2CC3C(COC(=O)N3O)O2)c(=O)[nH]c1=O. (3) The compound is CC1(C)CCC2(C(=O)O)C(O)CC3(C)C(=CCC4C5(C)CCC(OS(=O)(=O)O)C(C)(C)C5CCC43C)C2C1.[NaH]. The result is 0 (inactive). (4) The compound is O=P1(c2ccccc2)C(c2ccccc2)=CC=C1c1ccccc1. The result is 0 (inactive). (5) The compound is O=C(Nc1cc(Cl)c(Cl)cc1Cl)C(=O)C(C(=O)c1ccc(Cl)c(Cl)c1)C1OC(=O)c2ccccc21. The result is 0 (inactive).